From a dataset of Catalyst prediction with 721,799 reactions and 888 catalyst types from USPTO. Predict which catalyst facilitates the given reaction. Reactant: [Cl:1][C:2]1[CH:7]=[CH:6][CH:5]=[C:4]([Cl:8])[C:3]=1[N:9]1[C:18]2[C:13](=[C:14]([Br:21])[CH:15]=[C:16]([O:19][CH3:20])[CH:17]=2)[CH2:12][N:11](CC2C=CC(OC)=CC=2)[C:10]1=[O:31].C1(OC)C=CC=CC=1. Product: [Cl:1][C:2]1[CH:7]=[CH:6][CH:5]=[C:4]([Cl:8])[C:3]=1[N:9]1[C:18]2[C:13](=[C:14]([Br:21])[CH:15]=[C:16]([O:19][CH3:20])[CH:17]=2)[CH2:12][NH:11][C:10]1=[O:31]. The catalyst class is: 55.